From a dataset of Reaction yield outcomes from USPTO patents with 853,638 reactions. Predict the reaction yield, written as a fraction of the theoretical maximum amount of product (1.0 means a 100% yield; for example, 0.34 means a 34% yield). (1) The reactants are [Cl:1][C:2]1[CH:3]=[C:4]([NH:9][C:10]2[C:15]3[C:16]4[CH2:24][CH2:23][C:22]5[C:18](=[CH:19][N:20]([CH2:25][CH2:26][OH:27])[N:21]=5)[C:17]=4[S:28][C:14]=3[N:13]=[CH:12][N:11]=2)[CH:5]=[CH:6][C:7]=1[F:8].ClC1C(=O)C(C#N)=C(C#N)C(=O)C=1Cl. The catalyst is O1CCOCC1. The product is [Cl:1][C:2]1[CH:3]=[C:4]([NH:9][C:10]2[N:11]=[CH:12][N:13]=[C:14]3[C:15]=2[C:16]2[CH:24]=[CH:23][C:22]4[C:18](=[CH:19][N:20]([CH2:25][CH2:26][OH:27])[N:21]=4)[C:17]=2[S:28]3)[CH:5]=[CH:6][C:7]=1[F:8]. The yield is 1.16. (2) The catalyst is CN(C=O)C. The product is [CH2:3]([O:10][C:12]1[CH:19]=[N:18][CH:17]=[C:16]([O:10][CH2:3][C:4]2[CH:9]=[CH:8][CH:7]=[CH:6][CH:5]=2)[C:13]=1[C:14]#[N:15])[C:4]1[CH:9]=[CH:8][CH:7]=[CH:6][CH:5]=1. The reactants are [H-].[Na+].[CH2:3]([OH:10])[C:4]1[CH:9]=[CH:8][CH:7]=[CH:6][CH:5]=1.Cl[C:12]1[CH:19]=[N:18][CH:17]=[C:16](Cl)[C:13]=1[C:14]#[N:15]. The yield is 0.560. (3) The reactants are Br[CH2:2][C:3]1[CH:4]=[CH:5][N:6]2[C:11]=1[C:10](Cl)=[N:9][CH:8]=[N:7]2.N#N.[C:15]1([SH:21])[CH:20]=[CH:19][CH:18]=[CH:17][CH:16]=1.C(N(C(C)C)CC)(C)C.[F:31][C:32]1[CH:33]=[C:34]([CH:46]=[CH:47][CH:48]=1)[CH2:35][N:36]1[C:44]2[C:39](=[CH:40][C:41]([NH2:45])=[CH:42][CH:43]=2)[CH:38]=[N:37]1. The catalyst is C(Cl)Cl.C(O)CCC.ClCCCl. The product is [F:31][C:32]1[CH:33]=[C:34]([CH:46]=[CH:47][CH:48]=1)[CH2:35][N:36]1[C:44]2[C:39](=[CH:40][C:41]([NH:45][C:10]3[C:11]4=[C:3]([CH2:2][S:21][C:15]5[CH:20]=[CH:19][CH:18]=[CH:17][CH:16]=5)[CH:4]=[CH:5][N:6]4[N:7]=[CH:8][N:9]=3)=[CH:42][CH:43]=2)[CH:38]=[N:37]1. The yield is 0.580. (4) The reactants are Br.[CH3:2][C:3]1([CH3:10])[CH2:8][CH2:7][NH:6][C:5]([NH2:9])=[N:4]1.[C:11](OCC)(=[O:16])[CH2:12][C:13]([O-])=[O:14].C[O-].[Na+]. The catalyst is C(OCC)C. The product is [OH:16][C:11]1[N:9]=[C:5]2[NH:4][C:3]([CH3:10])([CH3:2])[CH2:8][CH2:7][N:6]2[C:13](=[O:14])[CH:12]=1. The yield is 0.900. (5) The reactants are [NH:1]1[CH:5]=[CH:4][N:3]=[C:2]1[CH:6]=[O:7].Br[CH2:9][CH2:10][O:11][CH2:12][CH3:13].C(=O)([O-])[O-].[K+].[K+].[I-].[K+]. The catalyst is CN(C=O)C. The product is [CH2:10]([O:11][CH2:12][CH2:13][N:1]1[CH:5]=[CH:4][N:3]=[C:2]1[CH:6]=[O:7])[CH3:9]. The yield is 0.170. (6) The reactants are [Cl-].O[NH3+:3].[C:4](=[O:7])([O-])[OH:5].[Na+].CS(C)=O.[CH2:13]([N:20]1[C:25](=[O:26])[C:24]([CH2:27][C:28]2[CH:33]=[CH:32][C:31]([C:34]3[C:35]([C:40]#[N:41])=[CH:36][CH:37]=[CH:38][CH:39]=3)=[CH:30][CH:29]=2)=[C:23]([CH2:42][CH2:43][CH2:44][CH3:45])[N:22]=[C:21]1[O:46][CH3:47])[C:14]1[CH:19]=[CH:18][CH:17]=[CH:16][CH:15]=1. The catalyst is C(OCC)(=O)C. The product is [CH2:13]([N:20]1[C:25](=[O:26])[C:24]([CH2:27][C:28]2[CH:33]=[CH:32][C:31]([C:34]3[CH:39]=[CH:38][CH:37]=[CH:36][C:35]=3[C:40]3[NH:3][C:4](=[O:7])[O:5][N:41]=3)=[CH:30][CH:29]=2)=[C:23]([CH2:42][CH2:43][CH2:44][CH3:45])[N:22]=[C:21]1[O:46][CH3:47])[C:14]1[CH:15]=[CH:16][CH:17]=[CH:18][CH:19]=1. The yield is 0.170.